This data is from Forward reaction prediction with 1.9M reactions from USPTO patents (1976-2016). The task is: Predict the product of the given reaction. (1) Given the reactants [NH2:1][C@H:2]1[C:10]2[C:5](=[CH:6][CH:7]=[C:8]([OH:11])[CH:9]=2)[CH2:4][CH2:3]1.[C:12](O[C:12]([O:14][C:15]([CH3:18])([CH3:17])[CH3:16])=[O:13])([O:14][C:15]([CH3:18])([CH3:17])[CH3:16])=[O:13].C(N(CC)CC)C, predict the reaction product. The product is: [C:15]([O:14][C:12](=[O:13])[NH:1][C@H:2]1[C:10]2[C:5](=[CH:6][CH:7]=[C:8]([OH:11])[CH:9]=2)[CH2:4][CH2:3]1)([CH3:18])([CH3:17])[CH3:16]. (2) Given the reactants FC(F)(F)S(O[C:7]1[CH:20]=[C:19]2[C:10]([O:11][C:12]3[CH:13]=[CH:14][C:15]([C:27]4[C:28]([F:33])=[N:29][CH:30]=[CH:31][CH:32]=4)=[CH:16][C:17]=3[C:18]32[CH2:25][CH2:24][O:23][C:22]([NH2:26])=[N:21]3)=[C:9]([F:34])[CH:8]=1)(=O)=O.CN(C=O)C.C[Si](C)(C)[C:44]#[C:45][C:46]1([CH3:50])[CH2:49][O:48][CH2:47]1, predict the reaction product. The product is: [F:34][C:9]1[C:10]2[O:11][C:12]3[C:17](=[CH:16][C:15]([C:27]4[C:28]([F:33])=[N:29][CH:30]=[CH:31][CH:32]=4)=[CH:14][CH:13]=3)[C:18]3([CH2:25][CH2:24][O:23][C:22]([NH2:26])=[N:21]3)[C:19]=2[CH:20]=[C:7]([C:44]#[C:45][C:46]2([CH3:50])[CH2:49][O:48][CH2:47]2)[CH:8]=1. (3) Given the reactants [CH3:1][O:2][C:3]1[CH:4]=[C:5](/[CH:14]=[CH:15]/[C:16]([O:18]C(C)(C)C)=[O:17])[CH:6]=[C:7]([O:9][C:10]([F:13])([F:12])[F:11])[CH:8]=1.FC(F)(F)C(O)=O, predict the reaction product. The product is: [CH3:1][O:2][C:3]1[CH:4]=[C:5](/[CH:14]=[CH:15]/[C:16]([OH:18])=[O:17])[CH:6]=[C:7]([O:9][C:10]([F:13])([F:12])[F:11])[CH:8]=1. (4) Given the reactants [C:1]([C:3]1[CH:8]=[CH:7][C:6]([CH:9]2[CH2:14][CH2:13][N:12]([C:15]([O:17][C:18]([CH3:21])([CH3:20])[CH3:19])=[O:16])[CH2:11][CH:10]2[OH:22])=[CH:5][CH:4]=1)#[N:2].Cl[CH2:24][C:25]1[CH:34]=[C:33]([O:35][CH2:36][O:37][CH2:38][CH2:39][Si:40]([CH3:43])([CH3:42])[CH3:41])[C:32]2[C:27](=[CH:28][CH:29]=[CH:30][CH:31]=2)[CH:26]=1, predict the reaction product. The product is: [C:1]([C:3]1[CH:8]=[CH:7][C:6]([CH:9]2[CH2:14][CH2:13][N:12]([C:15]([O:17][C:18]([CH3:19])([CH3:21])[CH3:20])=[O:16])[CH2:11][CH:10]2[O:22][CH2:24][C:25]2[CH:34]=[C:33]([O:35][CH2:36][O:37][CH2:38][CH2:39][Si:40]([CH3:41])([CH3:43])[CH3:42])[C:32]3[C:27](=[CH:28][CH:29]=[CH:30][CH:31]=3)[CH:26]=2)=[CH:5][CH:4]=1)#[N:2]. (5) Given the reactants [OH:1][CH2:2][C:3]1[N:4]([CH3:18])[C:5]2[C:10]([CH:11]=1)=[C:9]([O:12][CH3:13])[C:8]([O:14][CH3:15])=[C:7]([O:16][CH3:17])[CH:6]=2, predict the reaction product. The product is: [CH3:18][N:4]1[C:5]2[C:10](=[C:9]([O:12][CH3:13])[C:8]([O:14][CH3:15])=[C:7]([O:16][CH3:17])[CH:6]=2)[CH:11]=[C:3]1[CH:2]=[O:1]. (6) Given the reactants [Br-].[F:2][CH2:3][CH2:4][N+:5]1[CH:13]=[C:12]2[N:7](C(=O)[NH:9][CH2:10][CH2:11]2)[CH:6]=1.[ClH:15], predict the reaction product. The product is: [ClH:15].[ClH:15].[F:2][CH2:3][CH2:4][N:5]1[CH:13]=[C:12]([CH2:11][CH2:10][NH2:9])[N:7]=[CH:6]1. (7) Given the reactants C([O:5][C:6](=[O:36])[CH2:7][O:8][CH2:9][CH2:10][CH2:11][CH2:12][N:13]([C:17]1[C:22]([Cl:23])=[N:21][C:20]([C:24]2[CH:29]=[CH:28][CH:27]=[CH:26][CH:25]=2)=[C:19]([C:30]2[CH:35]=[CH:34][CH:33]=[CH:32][CH:31]=2)[N:18]=1)[CH:14]([CH3:16])[CH3:15])(C)(C)C.Cl.[OH-].[Na+], predict the reaction product. The product is: [Cl:23][C:22]1[C:17]([N:13]([CH2:12][CH2:11][CH2:10][CH2:9][O:8][CH2:7][C:6]([OH:36])=[O:5])[CH:14]([CH3:16])[CH3:15])=[N:18][C:19]([C:30]2[CH:35]=[CH:34][CH:33]=[CH:32][CH:31]=2)=[C:20]([C:24]2[CH:25]=[CH:26][CH:27]=[CH:28][CH:29]=2)[N:21]=1.